From a dataset of Full USPTO retrosynthesis dataset with 1.9M reactions from patents (1976-2016). Predict the reactants needed to synthesize the given product. (1) Given the product [C@H:73]1([NH:83][C:84]([C@@H:86]2[CH2:95][C:94]3[C:89](=[CH:90][C:91]([C@H:96]4[CH2:100][C@@H:99]([C:101](=[O:113])[NH:102][C@H:103]5[C:112]6[C:107](=[CH:108][CH:109]=[CH:110][CH:111]=6)[CH2:106][CH2:105][CH2:104]5)[NH:98][CH2:97]4)=[CH:92][CH:93]=3)[CH2:88][NH:87]2)=[O:85])[C:82]2[C:77](=[CH:78][CH:79]=[CH:80][CH:81]=2)[CH2:76][CH2:75][CH2:74]1, predict the reactants needed to synthesize it. The reactants are: CC(C)(C)[C@H](NC(=O)[C@@H](NC)C)C(N1[C@H](C(N[C@H]2C3C(=CC=CC=3)CCC2)=O)CC2C(=CC(C(N[C@H]3C[C@@H](C(=O)N[C@H]4C5C(=CC=CC=5)CCC4)N(C(=O)[C@@H](NC(=O)[C@@H](NC)C)C(C)(C)C)C3)=O)=CC=2)C1)=O.[C@H:73]1([NH:83][C:84]([C@@H:86]2[CH2:95][C:94]3[C:89](=[CH:90][C:91]([C@H:96]4[CH2:100][C@@H:99]([C:101](=[O:113])[NH:102][C@H:103]5[C:112]6[C:107](=[CH:108][CH:109]=[CH:110][CH:111]=6)[CH2:106][CH2:105][CH2:104]5)[NH:98][CH2:97]4)=[CH:92][CH:93]=3)[CH2:88][N:87]2C(OC(C)(C)C)=O)=[O:85])[C:82]2[C:77](=[CH:78][CH:79]=[CH:80][CH:81]=2)[CH2:76][CH2:75][CH2:74]1. (2) Given the product [CH:10]1([S:9][C:4]2[C:3]([CH2:2][O:26][C:23]3[CH:24]=[CH:25][C:20]([CH2:19][CH2:18][C:17]([OH:28])=[O:16])=[CH:21][C:22]=3[F:27])=[CH:8][CH:7]=[CH:6][N:5]=2)[CH2:14][CH2:13][CH2:12][CH2:11]1, predict the reactants needed to synthesize it. The reactants are: Cl[CH2:2][C:3]1[C:4]([S:9][CH:10]2[CH2:14][CH2:13][CH2:12][CH2:11]2)=[N:5][CH:6]=[CH:7][CH:8]=1.C[O:16][C:17](=[O:28])[CH2:18][CH2:19][C:20]1[CH:25]=[CH:24][C:23]([OH:26])=[C:22]([F:27])[CH:21]=1. (3) Given the product [CH2:25]([NH:27][C:12]1[CH:13]([C:15]2[S:16][CH:17]=[CH:18][CH:19]=2)[N:14]=[C:8]([C:5]2[CH:6]=[CH:7][C:2]([F:1])=[CH:3][CH:4]=2)[C:9]2[CH:24]=[CH:23][CH:22]=[N:21][C:10]=2[N:11]=1)[CH3:26], predict the reactants needed to synthesize it. The reactants are: [F:1][C:2]1[CH:7]=[CH:6][C:5]([C:8]2[C:9]3[CH:24]=[CH:23][CH:22]=[N:21][C:10]=3[NH:11][C:12](=O)[CH:13]([C:15]3[S:16][CH:17]=[CH:18][CH:19]=3)[N:14]=2)=[CH:4][CH:3]=1.[CH2:25]([NH2:27])[CH3:26]. (4) Given the product [OH:8][CH2:9][C@:10]1([CH2:21][N:22]2[C:26]3[CH:27]=[C:28]([C:31]#[N:32])[CH:29]=[CH:30][C:25]=3[N:24]=[CH:23]2)[CH2:20][CH2:19][CH2:18][C@:12]2([O:16][C:15](=[O:17])[NH:14][CH2:13]2)[CH2:11]1, predict the reactants needed to synthesize it. The reactants are: C([O:8][CH2:9][C:10]1([CH2:21][N:22]2[C:26]3[CH:27]=[C:28]([C:31]#[N:32])[CH:29]=[CH:30][C:25]=3[N:24]=[CH:23]2)[CH2:20][CH2:19][CH2:18][C:12]2([O:16][C:15](=[O:17])[NH:14][CH2:13]2)[CH2:11]1)C1C=CC=CC=1.Br.[OH-].[Na+]. (5) Given the product [CH:13]1([N:12]([CH2:11][CH:10]([O:19][CH3:20])[O:9][CH3:8])[C:21](=[O:24])[CH:22]=[CH2:23])[CH2:18][CH2:17][CH2:16][CH2:15][CH2:14]1, predict the reactants needed to synthesize it. The reactants are: C(N(CC)CC)C.[CH3:8][O:9][CH:10]([O:19][CH3:20])[CH2:11][NH:12][CH:13]1[CH2:18][CH2:17][CH2:16][CH2:15][CH2:14]1.[C:21](Cl)(=[O:24])[CH:22]=[CH2:23]. (6) Given the product [Cl:8][C:5]1[CH:6]=[CH:7][C:2]([NH:9][CH2:10][CH:11]2[CH2:16][CH2:15][NH:14][CH2:13][CH2:12]2)=[CH:3][CH:4]=1, predict the reactants needed to synthesize it. The reactants are: Br[C:2]1[CH:7]=[CH:6][C:5]([Cl:8])=[CH:4][CH:3]=1.[NH2:9][CH2:10][CH:11]1[CH2:16][CH2:15][NH:14][CH2:13][CH2:12]1.